This data is from Reaction yield outcomes from USPTO patents with 853,638 reactions. The task is: Predict the reaction yield, written as a fraction of the theoretical maximum amount of product (1.0 means a 100% yield; for example, 0.34 means a 34% yield). (1) The reactants are [Cl:1][C:2]1[CH:19]=[CH:18][C:5](/[CH:6]=[N:7]/[C:8]2[CH:17]=[CH:16][C:11]([C:12]([O:14][CH3:15])=[O:13])=[CH:10][CH:9]=2)=[CH:4][C:3]=1[N+:20]([O-:22])=[O:21]. The catalyst is O1CCCC1.FC(F)(F)S([O-])(=O)=O.[Y+3].FC(F)(F)S([O-])(=O)=O.FC(F)(F)S([O-])(=O)=O. The product is [Cl:1][C:2]1[CH:19]=[CH:18][C:5]([CH:6]2[C:11]([CH3:16])([CH3:10])[CH:12]([OH:13])[C:17]3[C:8](=[CH:9][CH:10]=[C:11]([C:12]([O:14][CH3:15])=[O:13])[CH:16]=3)[NH:7]2)=[CH:4][C:3]=1[N+:20]([O-:22])=[O:21]. The yield is 0.470. (2) The reactants are [CH2:1]([OH:4])[CH2:2][CH3:3].C(N(CC)CC)C.[C:12]1([CH3:22])[CH:17]=[CH:16][C:15]([S:18](Cl)(=[O:20])=[O:19])=[CH:14][CH:13]=1.Cl. The catalyst is C(Cl)Cl. The product is [S:18]([C:15]1[CH:16]=[CH:17][C:12]([CH3:22])=[CH:13][CH:14]=1)([O:4][CH2:1][CH2:2][CH3:3])(=[O:20])=[O:19]. The yield is 0.950. (3) The reactants are [OH:1][CH2:2][C:3]1[CH:8]=[C:7]([Cl:9])[CH:6]=[CH:5][C:4]=1[CH2:10][NH2:11].[C:12](O[C:12]([O:14][C:15]([CH3:18])([CH3:17])[CH3:16])=[O:13])([O:14][C:15]([CH3:18])([CH3:17])[CH3:16])=[O:13].C. The catalyst is ClCCl. The product is [C:15]([O:14][C:12]([NH:11][CH2:10][C:4]1[CH:5]=[CH:6][C:7]([Cl:9])=[CH:8][C:3]=1[CH2:2][OH:1])=[O:13])([CH3:18])([CH3:17])[CH3:16]. The yield is 0.720. (4) The reactants are [C:1]([O:5][C:6]([C:8]1([CH2:27][CH2:28][CH:29]=[CH2:30])[CH:12]([CH2:13][CH3:14])[O:11][C:10]([C:21]2[CH:26]=[CH:25][CH:24]=[CH:23][CH:22]=2)([C:15]2[CH:20]=[CH:19][CH:18]=[CH:17][CH:16]=2)[NH:9]1)=[O:7])([CH3:4])([CH3:3])[CH3:2].[CH3:31][C:32]1([CH3:39])[C:36]([CH3:38])([CH3:37])[O:35][BH:34][O:33]1. The catalyst is ClCCl.C(OCC)(=O)C.C1C=CC(P(C2C=CC=CC=2)C2C=CC=CC=2)=CC=1.C1C=CC(P(C2C=CC=CC=2)C2C=CC=CC=2)=CC=1.C1C=CC(P(C2C=CC=CC=2)C2C=CC=CC=2)=CC=1.[Cl-].[Rh]. The product is [C:1]([O:5][C:6]([C:8]1([CH2:27][CH2:28][CH2:29][CH2:30][B:34]2[O:35][C:36]([CH3:38])([CH3:37])[C:32]([CH3:39])([CH3:31])[O:33]2)[CH:12]([CH2:13][CH3:14])[O:11][C:10]([C:15]2[CH:16]=[CH:17][CH:18]=[CH:19][CH:20]=2)([C:21]2[CH:22]=[CH:23][CH:24]=[CH:25][CH:26]=2)[NH:9]1)=[O:7])([CH3:4])([CH3:3])[CH3:2]. The yield is 0.500. (5) The reactants are [CH3:1][C:2]1([CH3:20])[N:6]([CH3:7])[CH2:5][CH:4]2[C:8](=O)[N:9]([CH2:12][C:13]3[CH:18]=[CH:17][CH:16]=[CH:15][CH:14]=3)[C:10](=O)[CH:3]12.[H-].[H-].[H-].[H-].[Li+].[Al+3]. The catalyst is C1COCC1. The yield is 0.300. The product is [CH3:1][C:2]1([CH3:20])[C@@H:3]2[CH2:10][N:9]([CH2:12][C:13]3[CH:18]=[CH:17][CH:16]=[CH:15][CH:14]=3)[CH2:8][C@@H:4]2[CH2:5][N:6]1[CH3:7]. (6) The reactants are C([O:3][C:4](=[O:47])[CH2:5][CH2:6][CH2:7][O:8][C:9]1[CH:14]=[CH:13][CH:12]=[C:11]([CH2:15][CH2:16][CH2:17][CH2:18][CH2:19][CH2:20][O:21][C:22]2[CH:23]=[C:24]([C:33]3[CH:38]=[CH:37][C:36]([F:39])=[CH:35][CH:34]=3)[CH:25]=[C:26]([S:28]([CH2:31][CH3:32])(=[O:30])=[O:29])[CH:27]=2)[C:10]=1[CH2:40][CH2:41][C:42]([O:44]CC)=[O:43])C.[OH-].[Na+]. No catalyst specified. The product is [C:42]([CH2:41][CH2:40][C:10]1[C:11]([CH2:15][CH2:16][CH2:17][CH2:18][CH2:19][CH2:20][O:21][C:22]2[CH:23]=[C:24]([C:33]3[CH:34]=[CH:35][C:36]([F:39])=[CH:37][CH:38]=3)[CH:25]=[C:26]([S:28]([CH2:31][CH3:32])(=[O:29])=[O:30])[CH:27]=2)=[CH:12][CH:13]=[CH:14][C:9]=1[O:8][CH2:7][CH2:6][CH2:5][C:4]([OH:47])=[O:3])([OH:44])=[O:43]. The yield is 0.480.